From a dataset of Cav3 T-type calcium channel HTS with 100,875 compounds. Binary Classification. Given a drug SMILES string, predict its activity (active/inactive) in a high-throughput screening assay against a specified biological target. (1) The drug is s1cc(C2CC(OC(=C2)C(=O)N2CCN(CC2)C)OCc2ccc(cc2)CO)c2c1cccc2. The result is 0 (inactive). (2) The drug is O(c1cc(C2n3[nH]c(nc3=NC(C2)c2ccc(OCC)cc2)N)ccc1OC)C. The result is 0 (inactive). (3) The drug is s1c(N2CCN(CC2)C(c2ccccc2)c2n(nnn2)Cc2occc2)nc2c1cccc2. The result is 1 (active). (4) The drug is Clc1c(Sc2nc(nnc2C(OCC)=O)c2ccccc2)cccc1. The result is 0 (inactive). (5) The drug is O(CCCC(O)=O)c1cc(ccc1)C. The result is 0 (inactive). (6) The molecule is s1c(C(=O)Nc2ccc(OC)cc2)ccc1. The result is 0 (inactive). (7) The drug is O1CCN(CC1)c1c(cc(NCc2c(OC)cccc2)cc1)C(O)=O. The result is 0 (inactive).